From a dataset of Reaction yield outcomes from USPTO patents with 853,638 reactions. Predict the reaction yield, written as a fraction of the theoretical maximum amount of product (1.0 means a 100% yield; for example, 0.34 means a 34% yield). The reactants are Br[CH2:2][C:3]1[CH:7]=[C:6]([CH3:8])[O:5][N:4]=1.[C:9]([N:16]1[CH2:21][CH2:20][NH:19][CH2:18][CH2:17]1)([O:11][C:12]([CH3:15])([CH3:14])[CH3:13])=[O:10]. The catalyst is ClCCl. The product is [C:12]([O:11][C:9]([N:16]1[CH2:21][CH2:20][N:19]([CH2:2][C:3]2[CH:7]=[C:6]([CH3:8])[O:5][N:4]=2)[CH2:18][CH2:17]1)=[O:10])([CH3:15])([CH3:13])[CH3:14]. The yield is 0.760.